From a dataset of NCI-60 drug combinations with 297,098 pairs across 59 cell lines. Regression. Given two drug SMILES strings and cell line genomic features, predict the synergy score measuring deviation from expected non-interaction effect. (1) Drug 1: CCC(=C(C1=CC=CC=C1)C2=CC=C(C=C2)OCCN(C)C)C3=CC=CC=C3.C(C(=O)O)C(CC(=O)O)(C(=O)O)O. Drug 2: CN1C2=C(C=C(C=C2)N(CCCl)CCCl)N=C1CCCC(=O)O.Cl. Cell line: 786-0. Synergy scores: CSS=8.08, Synergy_ZIP=-2.23, Synergy_Bliss=4.19, Synergy_Loewe=-1.27, Synergy_HSA=2.73. (2) Drug 1: COC1=NC(=NC2=C1N=CN2C3C(C(C(O3)CO)O)O)N. Drug 2: CC(C)(C#N)C1=CC(=CC(=C1)CN2C=NC=N2)C(C)(C)C#N. Cell line: 786-0. Synergy scores: CSS=24.6, Synergy_ZIP=0.414, Synergy_Bliss=0.489, Synergy_Loewe=-1.10, Synergy_HSA=-0.626. (3) Drug 1: COC1=NC(=NC2=C1N=CN2C3C(C(C(O3)CO)O)O)N. Drug 2: C1C(C(OC1N2C=NC(=NC2=O)N)CO)O. Cell line: NCI-H322M. Synergy scores: CSS=7.98, Synergy_ZIP=-0.607, Synergy_Bliss=1.56, Synergy_Loewe=2.55, Synergy_HSA=3.49. (4) Drug 1: C1=CC(=CC=C1CCCC(=O)O)N(CCCl)CCCl. Drug 2: CC1CCC2CC(C(=CC=CC=CC(CC(C(=O)C(C(C(=CC(C(=O)CC(OC(=O)C3CCCCN3C(=O)C(=O)C1(O2)O)C(C)CC4CCC(C(C4)OC)OCCO)C)C)O)OC)C)C)C)OC. Cell line: HL-60(TB). Synergy scores: CSS=66.4, Synergy_ZIP=3.37, Synergy_Bliss=5.74, Synergy_Loewe=5.62, Synergy_HSA=6.14. (5) Drug 1: C1CCC(CC1)NC(=O)N(CCCl)N=O. Drug 2: C1=NC2=C(N=C(N=C2N1C3C(C(C(O3)CO)O)F)Cl)N. Cell line: OVCAR-8. Synergy scores: CSS=47.6, Synergy_ZIP=-4.54, Synergy_Bliss=-4.62, Synergy_Loewe=-12.1, Synergy_HSA=-2.80. (6) Drug 1: CC1=C2C(C(=O)C3(C(CC4C(C3C(C(C2(C)C)(CC1OC(=O)C(C(C5=CC=CC=C5)NC(=O)C6=CC=CC=C6)O)O)OC(=O)C7=CC=CC=C7)(CO4)OC(=O)C)O)C)OC(=O)C. Drug 2: CN1C=C(C=N1)C2=C3N=C(C(=C(N3N=C2)N)Br)C4CCCNC4. Cell line: NCIH23. Synergy scores: CSS=74.6, Synergy_ZIP=-1.43, Synergy_Bliss=-4.06, Synergy_Loewe=-4.16, Synergy_HSA=1.15. (7) Drug 1: CN(CCCl)CCCl.Cl. Drug 2: COCCOC1=C(C=C2C(=C1)C(=NC=N2)NC3=CC=CC(=C3)C#C)OCCOC.Cl. Cell line: MALME-3M. Synergy scores: CSS=17.7, Synergy_ZIP=-0.734, Synergy_Bliss=7.31, Synergy_Loewe=5.06, Synergy_HSA=5.06.